From a dataset of Forward reaction prediction with 1.9M reactions from USPTO patents (1976-2016). Predict the product of the given reaction. (1) Given the reactants [CH2:1]([N:8]1[CH:13]2[CH2:14][CH2:15][CH:9]1[CH2:10][CH:11]([NH:16][C:17]1[CH:22]=[CH:21][CH:20]=[CH:19][C:18]=1[N+:23]([O-])=O)[CH2:12]2)[C:2]1[CH:7]=[CH:6][CH:5]=[CH:4][CH:3]=1, predict the reaction product. The product is: [CH2:1]([N:8]1[CH:9]2[CH2:15][CH2:14][CH:13]1[CH2:12][CH:11]([NH:16][C:17]1[C:18]([NH2:23])=[CH:19][CH:20]=[CH:21][CH:22]=1)[CH2:10]2)[C:2]1[CH:3]=[CH:4][CH:5]=[CH:6][CH:7]=1. (2) Given the reactants [Cl:1][C:2]1[CH:3]=[CH:4][C:5]2[NH:10][C:9](=[O:11])O[C:7](=[O:12])[C:6]=2[CH:13]=1.[C:14]([CH2:16]C(OCC)=O)#[N:15].C(N(CC)CC)C.Cl, predict the reaction product. The product is: [Cl:1][C:2]1[CH:13]=[C:6]2[C:5](=[CH:4][CH:3]=1)[NH:10][C:9](=[O:11])[C:16]([C:14]#[N:15])=[C:7]2[OH:12]. (3) The product is: [OH:20][CH2:21][CH:22]([NH:28][C:3]1[S:4]/[C:5](=[CH:9]\[C:10]2[CH:11]=[C:12]3[C:17](=[CH:18][CH:19]=2)[N:16]=[CH:15][CH:14]=[CH:13]3)/[C:6](=[O:8])[N:7]=1)[C:23]1[S:24][CH:25]=[CH:26][CH:27]=1. Given the reactants CS[C:3]1[S:4]/[C:5](=[CH:9]\[C:10]2[CH:11]=[C:12]3[C:17](=[CH:18][CH:19]=2)[N:16]=[CH:15][CH:14]=[CH:13]3)/[C:6](=[O:8])[N:7]=1.[OH:20][CH2:21][CH:22]([NH2:28])[C:23]1[S:24][CH:25]=[CH:26][CH:27]=1.CCN(C(C)C)C(C)C, predict the reaction product. (4) The product is: [CH3:24][NH:23][C:21]([C:17]1[C:16]2[CH:25]=[CH:26][C:13]([O:12][C:5]3[C:4]4[C:9](=[CH:10][CH:11]=[C:2]([O:1][CH2:28][CH2:29][CH:30]5[CH2:34][CH2:33][CH2:32][N:31]5[CH3:35])[CH:3]=4)[N:8]=[CH:7][CH:6]=3)=[CH:14][C:15]=2[S:19][C:18]=1[CH3:20])=[O:22]. Given the reactants [OH:1][C:2]1[CH:3]=[C:4]2[C:9](=[CH:10][CH:11]=1)[N:8]=[CH:7][CH:6]=[C:5]2[O:12][C:13]1[CH:26]=[CH:25][C:16]2[C:17]([C:21]([NH:23][CH3:24])=[O:22])=[C:18]([CH3:20])[S:19][C:15]=2[CH:14]=1.Br[CH2:28][CH2:29][CH:30]1[CH2:34][CH2:33][CH2:32][N:31]1[CH3:35].C([O-])([O-])=O.[Cs+].[Cs+], predict the reaction product. (5) The product is: [ClH:1].[ClH:1].[ClH:1].[ClH:1].[CH3:3][N:4]1[CH2:9][CH2:8][N:7]([CH2:10][C:11]2[CH:12]=[CH:13][C:14]3[N:40]=[CH:43][N:17]([C:18]4[S:22][C:21]([C:23]([O:25][CH3:26])=[O:24])=[C:20]([O:27][C@@H:28]([C:30]5[CH:35]=[CH:34][CH:33]=[CH:32][C:31]=5[C:36]([F:39])([F:38])[F:37])[CH3:29])[CH:19]=4)[C:15]=3[CH:16]=2)[CH2:6][CH2:5]1. Given the reactants [ClH:1].Cl.[CH3:3][N:4]1[CH2:9][CH2:8][N:7]([CH2:10][C:11]2[CH:12]=[CH:13][C:14]([N+:40]([O-])=O)=[C:15]([NH:17][C:18]3[S:22][C:21]([C:23]([O:25][CH3:26])=[O:24])=[C:20]([O:27][C@@H:28]([C:30]4[CH:35]=[CH:34][CH:33]=[CH:32][C:31]=4[C:36]([F:39])([F:38])[F:37])[CH3:29])[CH:19]=3)[CH:16]=2)[CH2:6][CH2:5]1.[CH3:43]OC(OC)OC.C([O-])=O.[NH4+], predict the reaction product. (6) Given the reactants [C:1]([O:5][C:6]([NH:8][C@H:9]([C:13]1[CH:18]=[C:17]([N:19]2[C:23]([NH:24][C:25](=[O:30])[C@H:26]([CH3:29])[CH:27]=C)=[CH:22][C:21]([C:31]([O:33][CH2:34][CH3:35])=[O:32])=[N:20]2)[CH:16]=[CH:15][N:14]=1)[CH2:10][CH:11]=C)=[O:7])([CH3:4])([CH3:3])[CH3:2].CS(O)(=O)=O, predict the reaction product. The product is: [C:1]([O:5][C:6]([NH:8][C@@H:9]1[C:13]2[CH:18]=[C:17]([CH:16]=[CH:15][N:14]=2)[N:19]2[C:23](=[CH:22][C:21]([C:31]([O:33][CH2:34][CH3:35])=[O:32])=[N:20]2)[NH:24][C:25](=[O:30])[CH:26]([CH3:29])[CH:27]=[CH:11][CH2:10]1)=[O:7])([CH3:3])([CH3:2])[CH3:4]. (7) Given the reactants Cl[C:2]1[S:3][C:4]2[CH:10]=[C:9]([N+:11]([O-:13])=[O:12])[CH:8]=[CH:7][C:5]=2[N:6]=1.[CH3:14][NH2:15], predict the reaction product. The product is: [CH3:14][NH:15][C:2]1[S:3][C:4]2[CH:10]=[C:9]([N+:11]([O-:13])=[O:12])[CH:8]=[CH:7][C:5]=2[N:6]=1.